This data is from Full USPTO retrosynthesis dataset with 1.9M reactions from patents (1976-2016). The task is: Predict the reactants needed to synthesize the given product. (1) Given the product [CH3:29][C:25]1([CH3:30])[CH2:24][C:23]2([CH2:31][CH2:32][CH2:33][N:21]([CH:18]3[CH2:19][CH2:20][N:15]([C:13]([C:3]4[S:4][C:5]([C:7]5[CH:8]=[CH:9][CH:10]=[CH:11][CH:12]=5)=[CH:6][C:2]=4[NH:1][C:37]([NH:36][CH2:34][CH3:35])=[O:38])=[O:14])[CH2:16][CH2:17]3)[CH2:22]2)[C:27](=[O:28])[O:26]1, predict the reactants needed to synthesize it. The reactants are: [NH2:1][C:2]1[CH:6]=[C:5]([C:7]2[CH:12]=[CH:11][CH:10]=[CH:9][CH:8]=2)[S:4][C:3]=1[C:13]([N:15]1[CH2:20][CH2:19][CH:18]([N:21]2[CH2:33][CH2:32][CH2:31][C:23]3([C:27](=[O:28])[O:26][C:25]([CH3:30])([CH3:29])[CH2:24]3)[CH2:22]2)[CH2:17][CH2:16]1)=[O:14].[CH2:34]([N:36]=[C:37]=[O:38])[CH3:35].C(OC(C)C)(C)C. (2) Given the product [CH:1]1([CH2:7][NH:8][C:9]([C:11]2[C:16]([NH:17][C:18]([C:20]3[C:29]4[C:24](=[CH:25][CH:26]=[CH:27][CH:28]=4)[C:23]([CH2:30][N:31]4[CH:35]=[CH:34][N:33]=[N:32]4)=[CH:22][CH:21]=3)=[O:19])=[CH:15][CH:14]=[C:13]([OH:36])[N:12]=2)=[O:10])[CH2:6][CH2:5][CH2:4][CH2:3][CH2:2]1, predict the reactants needed to synthesize it. The reactants are: [CH:1]1([CH2:7][NH:8][C:9]([C:11]2[C:16]([NH:17][C:18]([C:20]3[C:29]4[C:24](=[CH:25][CH:26]=[CH:27][CH:28]=4)[C:23]([CH2:30][N:31]4[CH:35]=[CH:34][N:33]=[N:32]4)=[CH:22][CH:21]=3)=[O:19])=[CH:15][CH:14]=[C:13]([O:36]C)[N:12]=2)=[O:10])[CH2:6][CH2:5][CH2:4][CH2:3][CH2:2]1.Cl.N1C=CC=CC=1. (3) Given the product [NH:1]1[C:9]2[C:4](=[CH:5][CH:6]=[CH:7][CH:8]=2)[C:3]([CH2:10][NH:24][C:23]2[CH:25]=[CH:26][C:20]([CH2:12][CH2:13][CH2:14][CH2:15][CH2:16][CH2:17][CH2:18][CH3:19])=[CH:21][CH:22]=2)=[CH:2]1, predict the reactants needed to synthesize it. The reactants are: [NH:1]1[C:9]2[C:4](=[CH:5][CH:6]=[CH:7][CH:8]=2)[C:3]([CH:10]=O)=[CH:2]1.[CH2:12]([C:20]1[CH:26]=[CH:25][C:23]([NH2:24])=[CH:22][CH:21]=1)[CH2:13][CH2:14][CH2:15][CH2:16][CH2:17][CH2:18][CH3:19]. (4) Given the product [CH2:9]([NH:1][C@@:2]([CH3:8])([CH2:6][OH:7])[C:3]([OH:5])=[O:4])[C:10]1[CH:15]=[CH:14][CH:13]=[CH:12][CH:11]=1, predict the reactants needed to synthesize it. The reactants are: [NH2:1][C@@:2]([CH3:8])([CH2:6][OH:7])[C:3]([OH:5])=[O:4].[CH:9](=O)[C:10]1[CH:15]=[CH:14][CH:13]=[CH:12][CH:11]=1. (5) The reactants are: [N+:1]([C:4]1[CH:12]=[CH:11][CH:10]=[C:9]2[C:5]=1[C:6](=[O:37])[N:7]([C:14]1([CH2:22][CH2:23][CH2:24][CH2:25][NH:26][C:27](=[O:36])[O:28][CH2:29][C:30]3[CH:35]=[CH:34][CH:33]=[CH:32][CH:31]=3)[CH2:19][CH2:18][C:17](=[O:20])[NH:16][C:15]1=[O:21])[C:8]2=[O:13])([O-])=O.[H][H]. Given the product [NH2:1][C:4]1[CH:12]=[CH:11][CH:10]=[C:9]2[C:5]=1[C:6](=[O:37])[N:7]([C:14]1([CH2:22][CH2:23][CH2:24][CH2:25][NH:26][C:27](=[O:36])[O:28][CH2:29][C:30]3[CH:35]=[CH:34][CH:33]=[CH:32][CH:31]=3)[CH2:19][CH2:18][C:17](=[O:20])[NH:16][C:15]1=[O:21])[C:8]2=[O:13], predict the reactants needed to synthesize it. (6) The reactants are: [F:1][C:2]([F:15])([F:14])[S:3](O[S:3]([C:2]([F:15])([F:14])[F:1])(=[O:5])=[O:4])(=[O:5])=[O:4].[CH3:16][O:17][C:18]1[CH:23]=[CH:22][CH:21]=[C:20]([NH2:24])[CH:19]=1.C(N(CC)CC)C.[OH-].[Na+]. Given the product [F:1][C:2]([F:15])([F:14])[S:3]([NH:24][C:20]1[CH:21]=[CH:22][CH:23]=[C:18]([O:17][CH3:16])[CH:19]=1)(=[O:5])=[O:4], predict the reactants needed to synthesize it.